Task: Predict the reactants needed to synthesize the given product.. Dataset: Full USPTO retrosynthesis dataset with 1.9M reactions from patents (1976-2016) (1) Given the product [CH:2]([C:5]1[CH:6]=[CH:7][C:8]([O:24][CH3:25])=[C:9]([C:11]2[CH:16]=[CH:15][C:14]([C:17]([F:18])([F:19])[F:20])=[CH:13][C:12]=2[CH2:21][OH:22])[CH:10]=1)([CH3:4])[CH3:3], predict the reactants needed to synthesize it. The reactants are: B.[CH:2]([C:5]1[CH:6]=[CH:7][C:8]([O:24][CH3:25])=[C:9]([C:11]2[C:12]([C:21](O)=[O:22])=[CH:13][C:14]([C:17]([F:20])([F:19])[F:18])=[CH:15][CH:16]=2)[CH:10]=1)([CH3:4])[CH3:3].C(C1C=CC(OC)=C(C2C(C(N)=O)=CC(C(F)(F)F)=CC=2)C=1)(C)C. (2) Given the product [C:28]([C@H:24]1[CH2:25][CH2:26][CH2:27][N:23]1[C:21](=[O:22])[CH2:20][CH2:19][CH2:18][CH2:17][C:16]([N:12]1[CH2:13][CH2:14][CH2:15][C@@H:11]1[C:9]([OH:10])=[O:8])=[O:38])([OH:30])=[O:29], predict the reactants needed to synthesize it. The reactants are: C([O:8][C:9]([C@H:11]1[CH2:15][CH2:14][CH2:13][N:12]1[C:16](=[O:38])[CH2:17][CH2:18][CH2:19][CH2:20][C:21]([N:23]1[CH2:27][CH2:26][CH2:25][C@@H:24]1[C:28]([O:30]CC1C=CC=CC=1)=[O:29])=[O:22])=[O:10])C1C=CC=CC=1. (3) Given the product [C:12]([O:11][C:9]([N:3]1[CH2:4][CH:5]([CH2:27][CH3:28])[C:6](=[O:8])[CH2:7][C:2]1=[O:1])=[O:10])([CH3:15])([CH3:14])[CH3:13], predict the reactants needed to synthesize it. The reactants are: [O:1]=[C:2]1[CH2:7][C:6](=[O:8])[CH2:5][CH2:4][N:3]1[C:9]([O:11][C:12]([CH3:15])([CH3:14])[CH3:13])=[O:10].C[Si]([N-][Si](C)(C)C)(C)C.[Li+].I[CH2:27][CH3:28]. (4) Given the product [Cl-:21].[CH:1]1([C:6](=[O:7])[CH:8]([NH3+:13])[CH:9]([CH3:12])[CH2:10][CH3:11])[CH2:5][CH2:4][CH2:3][CH2:2]1, predict the reactants needed to synthesize it. The reactants are: [CH:1]1([C:6]([CH:8]([NH:13]C(=O)OC(C)(C)C)[CH:9]([CH3:12])[CH2:10][CH3:11])=[O:7])[CH2:5][CH2:4][CH2:3][CH2:2]1.[ClH:21]. (5) Given the product [Cl:43][C:39]1[CH:38]=[C:37]([C:35]2[O:34][N:33]=[C:32]([CH2:31][N:55]3[CH2:54][CH2:53][CH2:52][CH2:51][N:50]4[C:46]([C:45]([F:57])([F:44])[F:56])=[N:47][N:48]=[C:49]34)[N:36]=2)[CH:42]=[CH:41][CH:40]=1, predict the reactants needed to synthesize it. The reactants are: ClC1C=C(C2ON=C(CN3CCCCN4C(C5C=CN=CC=5)=NN=C34)N=2)C=CC=1.Cl[CH2:31][C:32]1[N:36]=[C:35]([C:37]2[CH:42]=[CH:41][CH:40]=[C:39]([Cl:43])[CH:38]=2)[O:34][N:33]=1.[F:44][C:45]([F:57])([F:56])[C:46]1[N:50]2[CH2:51][CH2:52][CH2:53][CH2:54][NH:55][C:49]2=[N:48][N:47]=1. (6) Given the product [C:22]1([S:28]([N:15]2[CH2:14][CH:13]([O:12][CH:4]([C:5]3[CH:10]=[CH:9][C:8]([Cl:11])=[CH:7][CH:6]=3)[C:3]3[CH:17]=[CH:18][C:19]([Cl:21])=[CH:20][C:2]=3[Cl:1])[CH2:16]2)(=[O:30])=[O:29])[CH:27]=[CH:26][CH:25]=[CH:24][CH:23]=1, predict the reactants needed to synthesize it. The reactants are: [Cl:1][C:2]1[CH:20]=[C:19]([Cl:21])[CH:18]=[CH:17][C:3]=1[CH:4]([O:12][CH:13]1[CH2:16][NH:15][CH2:14]1)[C:5]1[CH:10]=[CH:9][C:8]([Cl:11])=[CH:7][CH:6]=1.[C:22]1([S:28](Cl)(=[O:30])=[O:29])[CH:27]=[CH:26][CH:25]=[CH:24][CH:23]=1.C(=O)([O-])[O-]. (7) Given the product [F:1][C:2]1[CH:3]=[C:4]([C:8]2[C:10]3=[N:11][CH:12]=[CH:13][CH:14]=[C:15]3[NH:19][N:18]=2)[CH:5]=[CH:6][CH:7]=1, predict the reactants needed to synthesize it. The reactants are: [F:1][C:2]1[CH:3]=[C:4]([C:8]([C:10]2[C:15](F)=[CH:14][CH:13]=[CH:12][N:11]=2)=O)[CH:5]=[CH:6][CH:7]=1.O.[NH2:18][NH2:19].O. (8) Given the product [CH2:1]([C:8]1[S:9][C:10]([C:16]2[CH:17]=[CH:18][N:19]=[C:14]([Cl:13])[N:15]=2)=[CH:11][CH:12]=1)[C:2]1[CH:7]=[CH:6][CH:5]=[CH:4][CH:3]=1, predict the reactants needed to synthesize it. The reactants are: [CH2:1]([C:8]1[S:9][CH:10]=[CH:11][CH:12]=1)[C:2]1[CH:7]=[CH:6][CH:5]=[CH:4][CH:3]=1.[Cl:13][C:14]1[N:19]=[CH:18][CH:17]=[CH:16][N:15]=1. (9) The reactants are: [CH2:1]([O:3][C:4](=[O:23])[CH2:5][O:6][C:7]1[CH:12]=[CH:11][C:10]([N:13](C(OC(C)(C)C)=O)[CH3:14])=[CH:9][C:8]=1[CH3:22])C.[CH3:1][O:3][C:4](=[O:23])[CH2:5][O:6][C:7]1[CH:12]=[CH:11][C:10]([N:13](C(OC(C)(C)C)=O)[CH3:14])=[CH:9][C:8]=1[CH3:22].C(O)(C(F)(F)F)=O. Given the product [CH3:1][O:3][C:4](=[O:23])[CH2:5][O:6][C:7]1[CH:12]=[CH:11][C:10]([NH:13][CH3:14])=[CH:9][C:8]=1[CH3:22], predict the reactants needed to synthesize it.